From a dataset of Reaction yield outcomes from USPTO patents with 853,638 reactions. Predict the reaction yield, written as a fraction of the theoretical maximum amount of product (1.0 means a 100% yield; for example, 0.34 means a 34% yield). (1) The reactants are [Br:1][C:2]1[CH:7]=[CH:6][N:5]=[C:4]([Cl:8])[CH:3]=1.[C:9]1([CH3:22])[CH:14]=[C:13]([CH3:15])[CH:12]=[C:11]([CH3:16])[C:10]=1[S:17]([O:20][NH2:21])(=[O:19])=[O:18]. The catalyst is C(Cl)Cl. The product is [C:9]1([CH3:22])[CH:14]=[C:13]([CH3:15])[CH:12]=[C:11]([CH3:16])[C:10]=1[S:17]([O-:20])(=[O:19])=[O:18].[NH2:21][N+:5]1[CH:6]=[CH:7][C:2]([Br:1])=[CH:3][C:4]=1[Cl:8]. The yield is 0.730. (2) The reactants are [CH3:1][C:2]1[CH:11]=[CH:10][C:5]([C:6]([O:8][CH3:9])=[O:7])=[CH:4][CH:3]=1.[Br:12]N1C(=O)CCC1=O.C(OOC(=O)C1C=CC=CC=1)(=O)C1C=CC=CC=1. The product is [Br:12][CH2:1][C:2]1[CH:11]=[CH:10][C:5]([C:6]([O:8][CH3:9])=[O:7])=[CH:4][CH:3]=1. The catalyst is ClC(Cl)(Cl)Cl. The yield is 0.970. (3) The reactants are CS(C1C=CC(N2CCCC2)=C(C=1)C(O)=O)(=O)=O.Cl[C:20]1[CH:28]=[CH:27][C:26]([S:29](=[O:35])(=[O:34])[NH:30][CH:31]([CH3:33])[CH3:32])=[CH:25][C:21]=1[C:22]([OH:24])=[O:23].[NH:36]1[CH2:41][CH2:40][O:39][CH2:38][CH2:37]1. No catalyst specified. The product is [CH:31]([NH:30][S:29]([C:26]1[CH:27]=[CH:28][C:20]([N:36]2[CH2:41][CH2:40][O:39][CH2:38][CH2:37]2)=[C:21]([CH:25]=1)[C:22]([OH:24])=[O:23])(=[O:35])=[O:34])([CH3:33])[CH3:32]. The yield is 0.380. (4) The catalyst is O(Cl)Cl. The reactants are [CH3:1][C:2]([CH3:23])([CH2:7][C:8]([NH:10][CH2:11][C:12]([C:14]1[CH:19]=[CH:18][C:17]([N+:20]([O-:22])=[O:21])=[CH:16][CH:15]=1)=[O:13])=O)[C:3]([O:5][CH3:6])=[O:4]. The yield is 0.560. The product is [CH3:1][C:2]([CH3:23])([CH2:7][C:8]1[O:13][C:12]([C:14]2[CH:19]=[CH:18][C:17]([N+:20]([O-:22])=[O:21])=[CH:16][CH:15]=2)=[CH:11][N:10]=1)[C:3]([O:5][CH3:6])=[O:4].